From a dataset of Catalyst prediction with 721,799 reactions and 888 catalyst types from USPTO. Predict which catalyst facilitates the given reaction. (1) Reactant: [CH3:1][C:2]1[CH:7]=[C:6]([O:8][CH:9]2[CH2:14][CH2:13][NH:12][CH2:11][CH2:10]2)[CH:5]=[C:4]([CH3:15])[C:3]=1[C:16]1[CH:21]=[CH:20][CH:19]=[C:18]([CH2:22][O:23][C:24]2[CH:37]=[CH:36][C:27]3[C@H:28]([CH2:31][C:32]([O:34][CH3:35])=[O:33])[CH2:29][O:30][C:26]=3[CH:25]=2)[CH:17]=1.[C:38](OC(=O)C)(=[O:40])[CH3:39].C(N(CC)CC)C. Product: [C:38]([N:12]1[CH2:11][CH2:10][CH:9]([O:8][C:6]2[CH:7]=[C:2]([CH3:1])[C:3]([C:16]3[CH:21]=[CH:20][CH:19]=[C:18]([CH2:22][O:23][C:24]4[CH:37]=[CH:36][C:27]5[C@H:28]([CH2:31][C:32]([O:34][CH3:35])=[O:33])[CH2:29][O:30][C:26]=5[CH:25]=4)[CH:17]=3)=[C:4]([CH3:15])[CH:5]=2)[CH2:14][CH2:13]1)(=[O:40])[CH3:39]. The catalyst class is: 4. (2) The catalyst class is: 17. Product: [Br:12][C:4]1[C:3]2[O:13][C:14]([CH:16]3[CH2:18][CH2:17]3)=[CH:15][C:2]=2[CH:7]=[C:6]([S:8]([CH3:11])(=[O:10])=[O:9])[CH:5]=1. Reactant: Br[C:2]1[CH:7]=[C:6]([S:8]([CH3:11])(=[O:10])=[O:9])[CH:5]=[C:4]([Br:12])[C:3]=1[OH:13].[C:14]([CH:16]1[CH2:18][CH2:17]1)#[CH:15]. (3) Reactant: [F:1][CH:2]([F:18])[CH2:3][NH:4][S:5]([C:8]1[CH:9]=[C:10]([C:14]([O:16]C)=[O:15])[N:11]([CH3:13])[CH:12]=1)(=[O:7])=[O:6].[OH-].[Li+].CO.Cl. Product: [F:18][CH:2]([F:1])[CH2:3][NH:4][S:5]([C:8]1[CH:9]=[C:10]([C:14]([OH:16])=[O:15])[N:11]([CH3:13])[CH:12]=1)(=[O:7])=[O:6]. The catalyst class is: 30. (4) Reactant: [C:1]([O:5][C:6]([NH:8][C@H:9]([CH2:23][C:24]1[CH:29]=[C:28]([F:30])[C:27]([F:31])=[CH:26][C:25]=1[F:32])[CH2:10][C:11]([N:13]1[CH2:17][CH2:16][S:15][C@H:14]1[C:18]([O:20]CC)=[O:19])=[O:12])=[O:7])([CH3:4])([CH3:3])[CH3:2].O[Li].O. Product: [C:1]([O:5][C:6]([NH:8][C@H:9]([CH2:23][C:24]1[CH:29]=[C:28]([F:30])[C:27]([F:31])=[CH:26][C:25]=1[F:32])[CH2:10][C:11]([N:13]1[CH2:17][CH2:16][S:15][C@H:14]1[C:18]([OH:20])=[O:19])=[O:12])=[O:7])([CH3:4])([CH3:2])[CH3:3]. The catalyst class is: 87. (5) Reactant: [F:1][C:2]1[CH:10]=[C:9]2[C:5]([C:6]([CH3:16])([CH3:15])[C:7](=[O:14])[N:8]2[CH:11]([CH3:13])[CH3:12])=[CH:4][CH:3]=1.[N+:17]([O-])([OH:19])=[O:18].OS(O)(=O)=O. Product: [F:1][C:2]1[CH:10]=[C:9]2[C:5]([C:6]([CH3:16])([CH3:15])[C:7](=[O:14])[N:8]2[CH:11]([CH3:12])[CH3:13])=[CH:4][C:3]=1[N+:17]([O-:19])=[O:18]. The catalyst class is: 15. (6) Reactant: [NH2:1][C:2]1[C:3]([C:20]([NH:22][NH:23][C:24](=[O:30])[C:25]([O:27][CH2:28][CH3:29])=[O:26])=O)=[N:4][C:5]([C:8]2[CH:13]=[CH:12][C:11]([S:14]([CH:17]([CH3:19])[CH3:18])(=[O:16])=[O:15])=[CH:10][CH:9]=2)=[CH:6][N:7]=1.C(N(CC)CC)C.CC1C=CC(S(Cl)(=O)=O)=CC=1. Product: [NH2:1][C:2]1[C:3]([C:20]2[O:30][C:24]([C:25]([O:27][CH2:28][CH3:29])=[O:26])=[N:23][N:22]=2)=[N:4][C:5]([C:8]2[CH:13]=[CH:12][C:11]([S:14]([CH:17]([CH3:19])[CH3:18])(=[O:15])=[O:16])=[CH:10][CH:9]=2)=[CH:6][N:7]=1. The catalyst class is: 2. (7) Reactant: [F:1][C:2]([F:14])([F:13])[O:3][C:4]1[CH:12]=[CH:11][C:7]([C:8]([OH:10])=O)=[CH:6][CH:5]=1.CCN(C(C)C)C(C)C.CN(C(ON1N=NC2C=CC=NC1=2)=[N+](C)C)C.F[P-](F)(F)(F)(F)F.[NH2:48][C:49]([C:74]#[N:75])([CH3:73])[CH2:50][O:51][C:52]1[CH:53]=[CH:54][C:55]2[CH2:59][O:58][B:57]([OH:60])[C:56]=2[C:61]=1[O:62][CH2:63][CH2:64][NH:65][C:66](=[O:72])[O:67][C:68]([CH3:71])([CH3:70])[CH3:69]. Product: [C:74]([C:49]([NH:48][C:8](=[O:10])[C:7]1[CH:6]=[CH:5][C:4]([O:3][C:2]([F:1])([F:14])[F:13])=[CH:12][CH:11]=1)([CH3:73])[CH2:50][O:51][C:52]1[CH:53]=[CH:54][C:55]2[CH2:59][O:58][B:57]([OH:60])[C:56]=2[C:61]=1[O:62][CH2:63][CH2:64][NH:65][C:66](=[O:72])[O:67][C:68]([CH3:69])([CH3:70])[CH3:71])#[N:75]. The catalyst class is: 3.